This data is from Forward reaction prediction with 1.9M reactions from USPTO patents (1976-2016). The task is: Predict the product of the given reaction. The product is: [N:47]1[CH:48]=[CH:49][N:50]=[CH:51][C:46]=1[NH:45][C:6](=[O:7])[N:8]([CH3:12])[CH2:9][CH2:10][CH2:30][O:29][C:17]1[CH:18]=[CH:19][C:20]2[C:21]([C:25]([F:27])([F:28])[F:26])=[N:22][O:23][C:24]=2[C:16]=1[CH2:13][CH2:14][CH3:15]. Given the reactants C1N=CN([C:6]([N:8]2[CH:12]=N[CH:10]=[CH:9]2)=[O:7])C=1.[CH2:13]([C:16]1[C:24]2[O:23][N:22]=[C:21]([C:25]([F:28])([F:27])[F:26])[C:20]=2[CH:19]=[CH:18][C:17]=1[O:29][CH2:30]CCNC)[CH2:14][CH3:15].[Li+].C[Si]([N-][Si](C)(C)C)(C)C.[NH2:45][C:46]1[CH:51]=[N:50][CH:49]=[CH:48][N:47]=1.[NH4+].[Cl-], predict the reaction product.